This data is from Peptide-MHC class I binding affinity with 185,985 pairs from IEDB/IMGT. The task is: Regression. Given a peptide amino acid sequence and an MHC pseudo amino acid sequence, predict their binding affinity value. This is MHC class I binding data. (1) The peptide sequence is YLDMVLAFL. The MHC is HLA-B58:01 with pseudo-sequence HLA-B58:01. The binding affinity (normalized) is 0.0847. (2) The peptide sequence is STCMMCYKR. The MHC is Patr-A0101 with pseudo-sequence Patr-A0101. The binding affinity (normalized) is 0.417. (3) The binding affinity (normalized) is 0.668. The MHC is HLA-C15:02 with pseudo-sequence HLA-C15:02. The peptide sequence is KAAETYHVF. (4) The MHC is HLA-A30:02 with pseudo-sequence HLA-A30:02. The binding affinity (normalized) is 0.213. The peptide sequence is LLQAIGAAA.